This data is from Catalyst prediction with 721,799 reactions and 888 catalyst types from USPTO. The task is: Predict which catalyst facilitates the given reaction. (1) Reactant: [Cl:1][C:2]1[CH:7]=[CH:6][C:5]([C:8]2[N:13]=[C:12]([C:14]([O:16][CH3:17])=[O:15])[CH:11]=[C:10]([N:18]=C3C=CC(=O)C=C3)[C:9]=2[F:26])=[CH:4][CH:3]=1.OS(O)(=O)=O.CC#N.O.C(Cl)Cl. Product: [NH2:18][C:10]1[C:9]([F:26])=[C:8]([C:5]2[CH:4]=[CH:3][C:2]([Cl:1])=[CH:7][CH:6]=2)[N:13]=[C:12]([C:14]([O:16][CH3:17])=[O:15])[CH:11]=1. The catalyst class is: 521. (2) Product: [CH2:5]([N:7]1[CH2:8][C@H:9]([CH3:10])[O:11][C:1](=[O:2])[CH2:3]1)[CH3:6]. Reactant: [CH:1]([CH:3]=O)=[O:2].[CH2:5]([NH:7][CH2:8][C@@H:9]([OH:11])[CH3:10])[CH3:6]. The catalyst class is: 11. (3) Reactant: [F:1][C:2]1[CH:3]=[CH:4][C:5]([O:29][CH3:30])=[C:6]([C:8]2[C:13]([C:14]#[N:15])=[CH:12][N:11]=[C:10]3[N:16](S(C4C=CC=CC=4)(=O)=O)[C:17](I)=[CH:18][C:9]=23)[CH:7]=1.[C:31](=[O:34])([O-])[O-:32].[Na+].[Na+].[OH-].[Li+].Cl.O1[CH2:44][CH2:43][CH2:42][CH2:41]1. Product: [C:14]([C:13]1[C:8]([C:6]2[CH:7]=[C:2]([F:1])[CH:3]=[CH:4][C:5]=2[O:29][CH3:30])=[C:9]2[CH:18]=[C:17]([C:42]3[CH2:43][CH:44]4[N:11]([C:31]([O:32][C:6]([CH3:8])([CH3:7])[CH3:5])=[O:34])[CH:10]([CH:41]=3)[CH2:9][CH2:18]4)[NH:16][C:10]2=[N:11][CH:12]=1)#[N:15]. The catalyst class is: 6.